This data is from Forward reaction prediction with 1.9M reactions from USPTO patents (1976-2016). The task is: Predict the product of the given reaction. (1) Given the reactants [CH2:1]([O:3][C:4]([C:6]1[NH:7][C:8]([CH3:31])=[C:9]([C:12]2[CH:17]=[CH:16][C:15]([C:18](=[O:30])[NH:19][C:20]3[CH:25]=[CH:24][C:23]([C:26]([F:29])([F:28])[F:27])=[CH:22][CH:21]=3)=[CH:14][CH:13]=2)[C:10]=1[CH3:11])=[O:5])[CH3:2].[H-].[Na+].I[CH3:35], predict the reaction product. The product is: [CH2:1]([O:3][C:4]([C:6]1[N:7]([CH3:35])[C:8]([CH3:31])=[C:9]([C:12]2[CH:13]=[CH:14][C:15]([C:18](=[O:30])[NH:19][C:20]3[CH:21]=[CH:22][C:23]([C:26]([F:28])([F:27])[F:29])=[CH:24][CH:25]=3)=[CH:16][CH:17]=2)[C:10]=1[CH3:11])=[O:5])[CH3:2]. (2) Given the reactants C([O-])(=O)CC[CH2:4][CH2:5][CH2:6][CH2:7][CH2:8][CH2:9][CH3:10].C([P+](CCCCCC)(CCCCCC)[CH2:4][CH2:5][CH2:6][CH2:7][CH2:8][CH2:9][CH2:10][CH2:4][CH2:5][CH2:6][CH2:7][CH2:8][CH2:9][CH3:10])CCCCC.C1([Mg]Br)C=CC=CC=1.[NH:54]1[CH2:59][CH2:58][O:57][CH2:56][CH2:55]1.ClC1C=CC(C)=CC=1, predict the reaction product. The product is: [C:5]1([CH3:4])[CH:6]=[CH:7][C:8]([N:54]2[CH2:59][CH2:58][O:57][CH2:56][CH2:55]2)=[CH:9][CH:10]=1. (3) Given the reactants [Br:1][C:2]1[CH:11]=[CH:10][CH:9]=[C:8]2[C:3]=1[CH2:4][CH2:5][CH2:6][C@@H:7]2O.C1C=CC(P([N:27]=[N+:28]=[N-:29])(C2C=CC=CC=2)=O)=CC=1.C1CCN2C(=NCCC2)CC1, predict the reaction product. The product is: [N:27]([C@H:7]1[C:8]2[C:3](=[C:2]([Br:1])[CH:11]=[CH:10][CH:9]=2)[CH2:4][CH2:5][CH2:6]1)=[N+:28]=[N-:29]. (4) Given the reactants Br[C:2]1[CH:7]=[CH:6][C:5]([C:8]([N:10]2[C:16]3[CH:17]=[CH:18][CH:19]=[CH:20][C:15]=3[CH2:14][N:13]3[CH:21]=[CH:22][CH:23]=[C:12]3[CH2:11]2)=[O:9])=[CH:4][C:3]=1[CH3:24].[N:25]1[CH:30]=[CH:29][C:28](B(O)O)=[CH:27][CH:26]=1.C(=O)([O-])[O-].[Na+].[Na+].B(O)O, predict the reaction product. The product is: [CH3:24][C:3]1[CH:4]=[C:5]([C:8]([N:10]2[C:16]3[CH:17]=[CH:18][CH:19]=[CH:20][C:15]=3[CH2:14][N:13]3[CH:21]=[CH:22][CH:23]=[C:12]3[CH2:11]2)=[O:9])[CH:6]=[CH:7][C:2]=1[C:28]1[CH:29]=[CH:30][N:25]=[CH:26][CH:27]=1. (5) Given the reactants CON(C)[C:4]([C:6]1[N:7]=[CH:8][N:9]([C:11]2[CH:12]=[C:13]([C:17]3[CH:22]=[CH:21][CH:20]=[CH:19][C:18]=3[O:23][CH3:24])[CH:14]=[CH:15][CH:16]=2)[CH:10]=1)=[O:5].Br[C:27]1[CH:32]=[CH:31][C:30]([F:33])=[CH:29][CH:28]=1, predict the reaction product. The product is: [F:33][C:30]1[CH:31]=[CH:32][C:27]([C:4]([C:6]2[N:7]=[CH:8][N:9]([C:11]3[CH:12]=[C:13]([C:17]4[CH:22]=[CH:21][CH:20]=[CH:19][C:18]=4[O:23][CH3:24])[CH:14]=[CH:15][CH:16]=3)[CH:10]=2)=[O:5])=[CH:28][CH:29]=1. (6) Given the reactants [CH:1]12[CH:9]([C:10]3[CH:23]=[CH:22][C:13]([O:14][CH2:15][C@H:16]4[O:20][C:19]([NH2:21])=[N:18][CH2:17]4)=[CH:12][CH:11]=3)[CH:5]([CH2:6][CH2:7][CH2:8]1)[CH2:4][CH2:3][CH2:2]2.C([O:26][C:27](=O)[C:28]#[C:29][CH:30]1[CH2:34][CH2:33][CH2:32][CH2:31]1)C, predict the reaction product. The product is: [CH:1]12[CH:9]([C:10]3[CH:23]=[CH:22][C:13]([O:14][CH2:15][C@H:16]4[O:20][C:19]5=[N:21][C:27](=[O:26])[CH:28]=[C:29]([CH:30]6[CH2:34][CH2:33][CH2:32][CH2:31]6)[N:18]5[CH2:17]4)=[CH:12][CH:11]=3)[CH:5]([CH2:4][CH2:3][CH2:2]1)[CH2:6][CH2:7][CH2:8]2. (7) Given the reactants [C:1]([C@@H:3]([NH:19][C:20]([C:22]1([NH:28]C(=O)OC(C)(C)C)[CH2:27][CH2:26][O:25][CH2:24][CH2:23]1)=[O:21])[CH2:4][C:5]1[CH:10]=[CH:9][C:8]([C:11]2[CH:16]=[CH:15][C:14]([O:17][CH3:18])=[CH:13][CH:12]=2)=[CH:7][CH:6]=1)#[N:2], predict the reaction product. The product is: [NH2:28][C:22]1([C:20]([NH:19][C@H:3]([C:1]#[N:2])[CH2:4][C:5]2[CH:10]=[CH:9][C:8]([C:11]3[CH:12]=[CH:13][C:14]([O:17][CH3:18])=[CH:15][CH:16]=3)=[CH:7][CH:6]=2)=[O:21])[CH2:27][CH2:26][O:25][CH2:24][CH2:23]1.